This data is from Forward reaction prediction with 1.9M reactions from USPTO patents (1976-2016). The task is: Predict the product of the given reaction. (1) Given the reactants [C:1]([C:3]1[CH:8]=[C:7]([F:9])[C:6]([O:10][CH3:11])=[CH:5][C:4]=1[CH2:12][C:13]([OH:15])=O)#[N:2].O=S(Cl)[Cl:18], predict the reaction product. The product is: [Cl:18][C:1]1[C:3]2[C:4](=[CH:5][C:6]([O:10][CH3:11])=[C:7]([F:9])[CH:8]=2)[CH:12]=[C:13]([OH:15])[N:2]=1. (2) Given the reactants [C:1]1([C:7]([C:17]2[CH:22]=[CH:21][CH:20]=[CH:19][CH:18]=2)([C:11]2[CH:16]=[CH:15][CH:14]=[CH:13][CH:12]=2)[C:8](O)=[O:9])[CH:6]=[CH:5][CH:4]=[CH:3][CH:2]=1.[NH2:23][CH2:24][CH2:25][CH2:26][N:27]1[CH2:32][CH2:31][CH:30]([C:33]2[CH:34]=[C:35]([NH:39][C:40](=[O:44])[CH:41]([CH3:43])[CH3:42])[CH:36]=[CH:37][CH:38]=2)[CH2:29][CH2:28]1, predict the reaction product. The product is: [CH3:42][CH:41]([CH3:43])[C:40]([NH:39][C:35]1[CH:36]=[CH:37][CH:38]=[C:33]([CH:30]2[CH2:29][CH2:28][N:27]([CH2:26][CH2:25][CH2:24][NH:23][C:8](=[O:9])[C:7]([C:11]3[CH:16]=[CH:15][CH:14]=[CH:13][CH:12]=3)([C:17]3[CH:22]=[CH:21][CH:20]=[CH:19][CH:18]=3)[C:1]3[CH:6]=[CH:5][CH:4]=[CH:3][CH:2]=3)[CH2:32][CH2:31]2)[CH:34]=1)=[O:44].